From a dataset of Forward reaction prediction with 1.9M reactions from USPTO patents (1976-2016). Predict the product of the given reaction. (1) Given the reactants [CH3:1][O:2][C:3]1[CH:4]=[C:5]([CH:11]2[CH2:16][CH:15]([C:17]([F:20])([F:19])[F:18])[N:14]3[N:21]=[C:22]([C:24]4[CH:29]=[CH:28][N:27]=[C:26]([C:30](O)=[O:31])[CH:25]=4)[CH:23]=[C:13]3[NH:12]2)[CH:6]=[CH:7][C:8]=1[O:9][CH3:10].[NH2:33][C@H:34]1[CH2:39][CH2:38][CH2:37][N:36]([C:40]([O:42][C:43]([CH3:46])([CH3:45])[CH3:44])=[O:41])[CH2:35]1, predict the reaction product. The product is: [CH3:1][O:2][C:3]1[CH:4]=[C:5]([CH:11]2[CH2:16][CH:15]([C:17]([F:20])([F:18])[F:19])[N:14]3[N:21]=[C:22]([C:24]4[CH:29]=[CH:28][N:27]=[C:26]([C:30]([NH:33][C@H:34]5[CH2:39][CH2:38][CH2:37][N:36]([C:40]([O:42][C:43]([CH3:46])([CH3:45])[CH3:44])=[O:41])[CH2:35]5)=[O:31])[CH:25]=4)[CH:23]=[C:13]3[NH:12]2)[CH:6]=[CH:7][C:8]=1[O:9][CH3:10]. (2) Given the reactants [CH3:1][O:2][C@:3]1([C@@H:24]2[CH2:28][S:27][C:26](=[O:29])[N:25]2[CH2:30][C:31]2[CH:36]=[CH:35][C:34]([O:37][CH3:38])=[CH:33][CH:32]=2)[CH2:8][C@H:7]([O:9][C:10](=[O:18])/[CH:11]=[C:12](/[CH3:17])\[CH2:13][CH2:14][CH:15]=[CH2:16])[CH2:6][C@@H:5]([CH2:19][CH2:20][CH2:21][CH:22]=[CH2:23])[O:4]1.CO[C@]1([C@@H]2CSC(=O)N2CC2C=CC(OC)=CC=2)C[C@H]2C[C@@H](CCCC=CCCC(C)=CC(=O)O2)O1, predict the reaction product. The product is: [CH3:1][O:2][C@:3]1([C@@H:24]2[CH2:28][S:27][C:26](=[O:29])[N:25]2[CH2:30][C:31]2[CH:36]=[CH:35][C:34]([O:37][CH3:38])=[CH:33][CH:32]=2)[CH2:8][C@H:7]([O:9][C:10](=[O:18])/[CH:11]=[C:12](/[CH3:17])\[CH2:13][CH2:14][CH2:15][CH3:16])[CH2:6][C@@H:5]([CH2:19][CH2:20][CH2:21][CH2:22][CH3:23])[O:4]1. (3) Given the reactants C1O[C:4]2([CH2:9][CH2:8][C:7](=[O:10])[CH2:6][CH2:5]2)OC1.[NH2:12][C:13]1[CH:22]=[CH:21][CH:20]=[C:19]2[C:14]=1[CH:15]=[CH:16][N:17]=[CH:18]2.C(O)(=O)C, predict the reaction product. The product is: [CH:18]1[C:19]2[C:14](=[C:13]([NH:12][CH:4]3[CH2:5][CH2:6][C:7](=[O:10])[CH2:8][CH2:9]3)[CH:22]=[CH:21][CH:20]=2)[CH:15]=[CH:16][N:17]=1. (4) Given the reactants [O:1]=[C:2]([CH2:13][CH2:14][CH2:15][CH2:16][CH2:17][CH2:18][CH2:19][CH2:20][CH3:21])/[C:3](/[NH:6][C:7](=[O:12])[O:8][CH2:9][CH:10]=[CH2:11])=[CH:4]/[CH3:5].CON(C)[C:25](=O)/[C:26](/NC(=O)OCC=C)=[CH:27]/C, predict the reaction product. The product is: [O:1]=[C:2]([CH2:13][CH2:14][CH2:15][CH2:16][CH2:17][CH2:18][CH2:19][CH2:20][CH2:21][CH2:25][CH2:26][CH3:27])/[C:3](/[NH:6][C:7](=[O:12])[O:8][CH2:9][CH:10]=[CH2:11])=[CH:4]/[CH3:5].